Dataset: Reaction yield outcomes from USPTO patents with 853,638 reactions. Task: Predict the reaction yield, written as a fraction of the theoretical maximum amount of product (1.0 means a 100% yield; for example, 0.34 means a 34% yield). (1) The reactants are Br[C:2]1[C:7]([C:8]([F:11])([F:10])[F:9])=[CH:6][C:5]([N+:12]([O-:14])=[O:13])=[CH:4][N:3]=1.[N:15]1C2C(=CC=C3C=2N=CC=C3)C=C[CH:16]=1.C([Cu])#N. The catalyst is CC(N(C)C)=O. The product is [N+:12]([C:5]1[CH:6]=[C:7]([C:8]([F:11])([F:10])[F:9])[C:2]([C:16]#[N:15])=[N:3][CH:4]=1)([O-:14])=[O:13]. The yield is 0.670. (2) No catalyst specified. The yield is 0.590. The reactants are [F:1][C:2]1[CH:3]=[C:4]([C:8]2[C:13]([C:14]3[CH:19]=[CH:18][N:17]=[CH:16][CH:15]=3)=[CH:12][C:11]([NH2:20])=[C:10]([NH2:21])[N:9]=2)[CH:5]=[CH:6][CH:7]=1.O.CN(C)[CH:25]=[O:26]. The product is [F:1][C:2]1[CH:3]=[C:4]([C:8]2[N:9]=[C:10]3[NH:21][C:25](=[O:26])[NH:20][C:11]3=[CH:12][C:13]=2[C:14]2[CH:19]=[CH:18][N:17]=[CH:16][CH:15]=2)[CH:5]=[CH:6][CH:7]=1. (3) The yield is 0.647. The product is [CH:1]1([CH2:4][N:5]2[C:10](=[O:11])[C:9]([CH2:12][CH2:13][CH2:14][N:30]([CH3:31])[CH3:29])=[CH:8][C:7]([C:20]3[CH:25]=[CH:24][C:23]([O:26][CH3:27])=[C:22]([F:28])[CH:21]=3)=[N:6]2)[CH2:3][CH2:2]1. The reactants are [CH:1]1([CH2:4][N:5]2[C:10](=[O:11])[C:9]([CH2:12][CH2:13][CH2:14]OS(C)(=O)=O)=[CH:8][C:7]([C:20]3[CH:25]=[CH:24][C:23]([O:26][CH3:27])=[C:22]([F:28])[CH:21]=3)=[N:6]2)[CH2:3][CH2:2]1.[CH3:29][NH:30][CH3:31]. No catalyst specified. (4) The reactants are [CH2:1]([C:7]1[C:8]2[S:17][CH:16]=[C:15]([CH2:18][CH2:19][CH2:20][CH2:21][CH2:22][CH3:23])[C:9]=2[S:10][C:11]=1C(O)=O)[CH2:2][CH2:3][CH2:4][CH2:5][CH3:6].N1C2C(=CC=CC=2)C=CC=1.C(=O)=O. The yield is 0.684. The catalyst is [Cu].CCCCCC. The product is [CH2:18]([C:15]1[C:9]2[S:10][CH:11]=[C:7]([CH2:1][CH2:2][CH2:3][CH2:4][CH2:5][CH3:6])[C:8]=2[S:17][CH:16]=1)[CH2:19][CH2:20][CH2:21][CH2:22][CH3:23]. (5) The reactants are [C:1]([C:3]1[CH:8]=[CH:7][C:6]([S:9]([N:12]2[C:16]([C:17]3[CH:22]=[CH:21][CH:20]=[CH:19][CH:18]=3)=[CH:15][C:14]([CH2:23][NH:24][C:25](=O)OC(C)(C)C)=[CH:13]2)(=[O:11])=[O:10])=[CH:5][C:4]=1[F:32])#[N:2].C(OCC)(=O)C.[ClH:39]. No catalyst specified. The product is [ClH:39].[F:32][C:4]1[CH:5]=[C:6]([S:9]([N:12]2[CH:13]=[C:14]([CH2:23][NH:24][CH3:25])[CH:15]=[C:16]2[C:17]2[CH:18]=[CH:19][CH:20]=[CH:21][CH:22]=2)(=[O:11])=[O:10])[CH:7]=[CH:8][C:3]=1[C:1]#[N:2]. The yield is 0.140. (6) The catalyst is C1(C)C=CC=CC=1.C1C=CC(/C=C/C(/C=C/C2C=CC=CC=2)=O)=CC=1.C1C=CC(/C=C/C(/C=C/C2C=CC=CC=2)=O)=CC=1.C1C=CC(/C=C/C(/C=C/C2C=CC=CC=2)=O)=CC=1.[Pd].[Pd]. The product is [CH:31]1([NH:30][C:28]([NH:27][C:8]([C:5]2[CH:4]=[CH:3][C:2]([N:36]=[C:43]([C:69]3[CH:64]=[CH:65][CH:66]=[CH:67][CH:68]=3)[C:44]3[CH:49]=[CH:48][CH:47]=[CH:46][CH:45]=3)=[CH:7][N:6]=2)([C:16]2[CH:21]=[C:20]([C:22]([F:23])([F:25])[F:24])[CH:19]=[C:18]([F:26])[CH:17]=2)[CH2:9][C:10]2[CH:11]=[CH:12][CH:13]=[CH:14][CH:15]=2)=[O:29])[CH2:32][CH2:33][CH2:34][CH2:35]1. The reactants are Br[C:2]1[CH:3]=[CH:4][C:5]([C:8]([NH:27][C:28]([NH:30][CH:31]2[CH2:35][CH2:34][CH2:33][CH2:32]2)=[O:29])([C:16]2[CH:21]=[C:20]([C:22]([F:25])([F:24])[F:23])[CH:19]=[C:18]([F:26])[CH:17]=2)[CH2:9][C:10]2[CH:15]=[CH:14][CH:13]=[CH:12][CH:11]=2)=[N:6][CH:7]=1.[NH:36]1CCOCC1.C[C:43]1(C)[C:69]2[C:64](=[C:65](P(C3C=CC=CC=3)C3C=CC=CC=3)[CH:66]=[CH:67][CH:68]=2)O[C:45]2[C:46](P(C3C=CC=CC=3)C3C=CC=CC=3)=[CH:47][CH:48]=[CH:49][C:44]1=2. The yield is 0.701.